Dataset: Full USPTO retrosynthesis dataset with 1.9M reactions from patents (1976-2016). Task: Predict the reactants needed to synthesize the given product. (1) The reactants are: N[C:2]1[CH:7]=[C:6]([S:8]([CH3:11])(=[O:10])=[O:9])[CH:5]=[CH:4][C:3]=1[S:12]([NH:15][C:16]1[CH:17]=[CH:18][C:19]([Cl:26])=[C:20]2[C:25]=1[N:24]=[CH:23][CH:22]=[CH:21]2)(=[O:14])=[O:13].N(OC(C)(C)C)=O.CC(O)=O. Given the product [Cl:26][C:19]1[CH:18]=[C:17]2[C:16](=[C:25]3[C:20]=1[CH:21]=[CH:22][CH:23]=[N:24]3)[NH:15][S:12](=[O:13])(=[O:14])[C:3]1[C:2]2=[CH:7][C:6]([S:8]([CH3:11])(=[O:10])=[O:9])=[CH:5][CH:4]=1, predict the reactants needed to synthesize it. (2) Given the product [NH:1]([C:5]1[CH:6]=[C:7]2[C:11](=[CH:12][CH:13]=1)[NH:10][C:9](=[O:14])[C:8]2=[CH:21][C:18]1[NH:19][CH:20]=[C:16]([Br:15])[CH:17]=1)[C:2]([NH2:4])=[O:3], predict the reactants needed to synthesize it. The reactants are: [NH:1]([C:5]1[CH:6]=[C:7]2[C:11](=[CH:12][CH:13]=1)[NH:10][C:9](=[O:14])[CH2:8]2)[C:2]([NH2:4])=[O:3].[Br:15][C:16]1[CH:17]=[C:18]([CH:21]=O)[NH:19][CH:20]=1.N1CCCCC1. (3) Given the product [CH3:1][O:2][CH:3]([CH2:17][CH2:18][CH3:19])[CH2:4][CH2:5][C:6]1[CH:15]=[CH:14][CH:13]=[C:12]2[C:7]=1[CH2:8][CH2:9][CH2:10][C:11]2=[O:16], predict the reactants needed to synthesize it. The reactants are: [CH3:1][O:2][CH:3]([CH2:17][CH2:18][CH3:19])[C:4]#[C:5][C:6]1[CH:15]=[CH:14][CH:13]=[C:12]2[C:7]=1[CH2:8][CH2:9][CH2:10][C:11]2=[O:16].